This data is from Full USPTO retrosynthesis dataset with 1.9M reactions from patents (1976-2016). The task is: Predict the reactants needed to synthesize the given product. (1) The reactants are: Cl[C:2]1[NH:7][C:6](=[O:8])[N:5]=[CH:4][CH:3]=1.[CH:9]([CH:12]1[CH2:17][NH:16][CH2:15][CH2:14][NH:13]1)([CH3:11])[CH3:10]. Given the product [CH:9]([CH:12]1[NH:13][CH2:14][CH2:15][N:16]([C:2]2[NH:7][C:6](=[O:8])[N:5]=[CH:4][CH:3]=2)[CH2:17]1)([CH3:11])[CH3:10], predict the reactants needed to synthesize it. (2) Given the product [F:1][C:2]1[C:10]([CH:29]=[O:30])=[CH:9][CH:8]=[C:7]2[C:3]=1[CH:4]=[CH:5][N:6]2[Si:11]([CH:15]([CH3:17])[CH3:16])([CH:18]([CH3:20])[CH3:19])[CH:12]([CH3:13])[CH3:14], predict the reactants needed to synthesize it. The reactants are: [F:1][C:2]1[CH:10]=[CH:9][CH:8]=[C:7]2[C:3]=1[CH:4]=[CH:5][N:6]2[Si:11]([CH:18]([CH3:20])[CH3:19])([CH:15]([CH3:17])[CH3:16])[CH:12]([CH3:14])[CH3:13].[Li]C(CC)C.CN([CH:29]=[O:30])C. (3) Given the product [C:1]([C:5]1[CH:10]=[CH:9][C:8]([C:11]2[N:12]([C:32]([N:51]3[CH2:50][CH2:49][N:48]([CH2:47][CH2:46][CH2:45][S:42]([CH3:41])(=[O:43])=[O:44])[CH2:53][CH2:52]3)=[O:33])[C@@:13]([C:25]3[CH:26]=[CH:27][C:28]([Cl:31])=[CH:29][CH:30]=3)([CH3:24])[C@@:14]([C:17]3[CH:18]=[CH:19][C:20]([Cl:23])=[CH:21][CH:22]=3)([CH3:16])[N:15]=2)=[C:7]([O:35][CH:36]([CH3:38])[CH3:37])[CH:6]=1)([CH3:2])([CH3:4])[CH3:3], predict the reactants needed to synthesize it. The reactants are: [C:1]([C:5]1[CH:10]=[CH:9][C:8]([C:11]2[N:12]([C:32](Cl)=[O:33])[C:13]([C:25]3[CH:30]=[CH:29][C:28]([Cl:31])=[CH:27][CH:26]=3)([CH3:24])[C:14]([C:17]3[CH:22]=[CH:21][C:20]([Cl:23])=[CH:19][CH:18]=3)([CH3:16])[N:15]=2)=[C:7]([O:35][CH:36]([CH3:38])[CH3:37])[CH:6]=1)([CH3:4])([CH3:3])[CH3:2].Cl.Cl.[CH3:41][S:42]([CH2:45][CH2:46][CH2:47][N:48]1[CH2:53][CH2:52][NH:51][CH2:50][CH2:49]1)(=[O:44])=[O:43]. (4) Given the product [F:1][C:2]1[CH:7]=[CH:6][C:5]([C:8]2[O:9][C:10]([C:19]3[CH:23]=[CH:22][S:21][CH:20]=3)=[C:11]([C:13]([CH3:18])([CH3:17])[C:14]([OH:16])=[O:15])[N:12]=2)=[CH:4][CH:3]=1, predict the reactants needed to synthesize it. The reactants are: [F:1][C:2]1[CH:7]=[CH:6][C:5]([C:8]2[O:9][C:10]([C:19]3[CH:23]=[CH:22][S:21][CH:20]=3)=[C:11]([C:13]([CH3:18])([CH3:17])[C:14]([O-:16])=[O:15])[N:12]=2)=[CH:4][CH:3]=1.B(Br)(Br)Br.O.C(OCC)(=O)C. (5) Given the product [Br:35][C:8]1[C:9]2[C:10](=[O:15])[NH:11][CH:12]=[CH:13][C:14]=2[N:6]([CH:1]2[CH2:2][CH2:3][CH2:4][CH2:5]2)[CH:7]=1, predict the reactants needed to synthesize it. The reactants are: [CH:1]1([N:6]2[C:14]3[CH:13]=[CH:12][NH:11][C:10](=[O:15])[C:9]=3[CH:8]=[CH:7]2)[CH2:5][CH2:4][CH2:3][CH2:2]1.C[Si](C)(C)N=C(O[Si](C)(C)C)C.C1C(=O)N([Br:35])C(=O)C1.O. (6) Given the product [CH3:59][N:60]([CH3:66])[CH2:61][CH2:62][CH2:63][CH2:64][NH:65][C:56]([C:51]1[C:50]([C:45]2[CH:46]=[CH:47][CH:48]=[CH:49][C:44]=2[CH2:43][S:42][CH2:41][CH2:40][O:33][C:34]2[CH:39]=[CH:38][CH:37]=[CH:36][CH:35]=2)=[CH:55][CH:54]=[CH:53][CH:52]=1)=[O:58], predict the reactants needed to synthesize it. The reactants are: CN(C)CCCNC(C1C=C(C2C=CC(CSCCOC3C=CC=CC=3)=CC=2)C=CC=1)=O.[O:33]([CH2:40][CH2:41][S:42][CH2:43][C:44]1[CH:49]=[CH:48][CH:47]=[CH:46][C:45]=1[C:50]1[C:51]([C:56]([OH:58])=O)=[CH:52][CH:53]=[CH:54][CH:55]=1)[C:34]1[CH:39]=[CH:38][CH:37]=[CH:36][CH:35]=1.[CH3:59][N:60]([CH3:66])[CH2:61][CH2:62][CH2:63][CH2:64][NH2:65]. (7) Given the product [C:3]([C:6]1[N:11]=[C:10]([C:12]2[CH:17]=[CH:16][C:15]([C:18]3[CH:23]=[CH:22][C:21]([CH2:24][C:25]([NH:27][C@@H:28]([CH2:34][CH:35]([CH3:37])[CH3:36])[C:29]([OH:31])=[O:30])=[O:26])=[CH:20][C:19]=3[Cl:38])=[CH:14][CH:13]=2)[C:9]([CH3:39])=[N:8][C:7]=1[CH3:40])(=[O:5])[NH2:4], predict the reactants needed to synthesize it. The reactants are: [OH-].[K+].[C:3]([C:6]1[N:11]=[C:10]([C:12]2[CH:17]=[CH:16][C:15]([C:18]3[CH:23]=[CH:22][C:21]([CH2:24][C:25]([NH:27][C@@H:28]([CH2:34][CH:35]([CH3:37])[CH3:36])[C:29]([O:31]CC)=[O:30])=[O:26])=[CH:20][C:19]=3[Cl:38])=[CH:14][CH:13]=2)[C:9]([CH3:39])=[N:8][C:7]=1[CH3:40])(=[O:5])[NH2:4]. (8) The reactants are: CI.[Br:3][C:4]1[CH:12]=[CH:11][C:10]([I:13])=[CH:9][C:5]=1[C:6]([OH:8])=[O:7].[C:14]([O-])([O-])=O.[K+].[K+]. Given the product [CH3:14][O:7][C:6](=[O:8])[C:5]1[CH:9]=[C:10]([I:13])[CH:11]=[CH:12][C:4]=1[Br:3], predict the reactants needed to synthesize it. (9) The reactants are: Cl.Cl.[NH2:3][C@@H:4]([CH:31]1[CH2:36][CH2:35][C:34]([F:38])([F:37])[CH2:33][CH2:32]1)[C:5]([N:7]1[C@H:12]([C:13]([NH:15][C@H:16]2[C:25]3[C:20](=[CH:21][CH:22]=[CH:23][CH:24]=3)[O:19][CH2:18][CH2:17]2)=[O:14])[CH2:11][N:10]2[CH2:26][C:27]([F:30])([F:29])[CH2:28][C@@H:9]2[CH2:8]1)=[O:6].[C:39]([O:43][C:44]([N:46]([CH3:52])[C@H:47]([C:49](O)=[O:50])[CH3:48])=[O:45])([CH3:42])([CH3:41])[CH3:40].Cl.C(N=C=NCCCN(C)C)C.ON1C2C=CC=CC=2N=N1.C(N(CC)C(C)C)(C)C. Given the product [C:39]([O:43][C:44](=[O:45])[N:46]([C@@H:47]([CH3:48])[C:49]([NH:3][C@@H:4]([CH:31]1[CH2:36][CH2:35][C:34]([F:37])([F:38])[CH2:33][CH2:32]1)[C:5]([N:7]1[C@H:12]([C:13](=[O:14])[NH:15][C@H:16]2[C:25]3[C:20](=[CH:21][CH:22]=[CH:23][CH:24]=3)[O:19][CH2:18][CH2:17]2)[CH2:11][N:10]2[CH2:26][C:27]([F:29])([F:30])[CH2:28][C@@H:9]2[CH2:8]1)=[O:6])=[O:50])[CH3:52])([CH3:42])([CH3:40])[CH3:41], predict the reactants needed to synthesize it. (10) Given the product [O:1]1[C@H:7]([CH:8]2[CH2:9][CH2:10][CH2:11][CH2:12][CH2:13]2)[C@H:2]1[C:3]([OH:5])=[O:4], predict the reactants needed to synthesize it. The reactants are: [O:1]1[CH:7]([CH:8]2[CH2:13][CH2:12][CH2:11][CH2:10][CH2:9]2)[CH:2]1[C:3]([O:5]C)=[O:4].[OH-].[Na+].